Dataset: Experimentally validated miRNA-target interactions with 360,000+ pairs, plus equal number of negative samples. Task: Binary Classification. Given a miRNA mature sequence and a target amino acid sequence, predict their likelihood of interaction. (1) The miRNA is mmu-miR-544-3p with sequence AUUCUGCAUUUUUAGCAAGCUC. The protein sequence of the target gene is MFCHLRPLRRFGLRKVLPHWLHYSRALSGAEAINALRPFYFAVHPDFFGQHPREREVNENSLKRLSVYLENLQKPGFKSLKPTQLTFYIREKTAQNSSEGQEPISTTGFRAVRFTLHSSDLLSTVLYILNSCSLPVEHVQSLNTNVHSQPLKEATGMPDRPIKWHRSYYSFTGFKDPDEDLTHVSRVETTLTSWLGSNGKGAVKKLRNSLPLRKELDRLKNELSELLQLSDIRWQRGWGVAHRCSQLHSLSRLAQQNPGPLQNVKGCTVVFTDRSGMSALGHVMLGTMDVHHHWTRLFES.... Result: 0 (no interaction). (2) The miRNA is hsa-miR-1273h-5p with sequence CUGGGAGGUCAAGGCUGCAGU. The protein sequence of the target gene is MAPPSVFAQVPQAPPVLVFKLTADFRDDPDPRKVNLGVGAYRTDESQPWVLPVVRKVEQKIANDNSLNHEYLPILGLAEFRSCASRLVLGDNSLAIRENRVGGVQSLGGTGALRIGADFLGRWYNGTDNKNTPIYVSSPTWENHNAVFSAAGFKDIRPYCYWDAEKRGLDLQGFLNDLENAPEFSIFVLHACAHNPTGTDPTPEQWKQIAAVMQRRFLFPFFDSAYQGFASGDLEKDAWAIRYFVSEGFELFCAQSFSKNFGLYNERVGNLTVVGKESDSVLRVLSQMEKIVRITWSNPP.... Result: 0 (no interaction). (3) The miRNA is mmu-miR-3070-3p with sequence UGGUGCUACCGUCAGGGGUAGA. The protein sequence of the target gene is MEVLRRSSVFAAEIMDAFDRSPTDKELVAQAKALGREYVHARLLRAGLSWSAPERAAPVPGRLAEVCAVLLRLGDELEMIRPSVYRNVARQLHISLQSEPVVTDAFLAVAGHIFSAGITWGKVVSLYAVAAGLAVDCVRQAQPAMVHALVDCLGEFVRKTLATWLRRRGGWTDVLKCVVSTDPGLRSHWLVAALCSFGRFLKAAFFVLLPER. Result: 0 (no interaction). (4) The miRNA is hsa-miR-518a-3p with sequence GAAAGCGCUUCCCUUUGCUGGA. The protein sequence of the target gene is MEKRLQEAQLYKEEGNQRYREGKYRDAVSRYHRALLQLRGLDPSLPSPLPNLGPQGPALTPEQENILHTTQTDCYNNLAACLLQMEPVNYERVREYSQKVLERQPDNAKALYRAGVAFFHLQDYDQARHYLLAAVNRQPKDANVRRYLQLTQSELSSYHRKEKQLYLGMFG. Result: 0 (no interaction). (5) The miRNA is rno-miR-134-5p with sequence UGUGACUGGUUGACCAGAGGGG. The protein sequence of the target gene is MKLLWQVTVHHTWNAVLLPVVYLTAQVWILCAAIAAAASAGPQNCPSVCSCSNQFSKVVCTRRGLSEVPQGIPSNTRYLNLMENNIQMIQADTFRHLHHLEVLQLGRNSIRQIEVGAFNGLASLNTLELFDNWLTVIPSGAFEYLSKLRELWLRNNPIESIPSYAFNRVPSLMRLDLGELKKLEYISEGAFEGLFNLKYLNLGMCNIKDMPNLTPLVGLEELEMSGNHFPEIRPGSFHGLSSLKKLWVMNSQVSLIERNAFDGLASLVELNLAHNNLSSLPHDLFTPLRYLVELHLHHNP.... Result: 0 (no interaction). (6) The miRNA is mmu-miR-330-5p with sequence UCUCUGGGCCUGUGUCUUAGGC. The protein sequence of the target gene is MDAVAVYHGKISRETGEKLLLATGLDGSYLLRDSESVPGVYCLCVLYHGYIYTYRVSQTETGSWSAETAPGVHKRYFRKIKNLISAFQKPDQGIVIPLQYPVEKKSSARSTQGTTGIREDPDVCLKAP. Result: 0 (no interaction). (7) The miRNA is hsa-miR-3916 with sequence AAGAGGAAGAAAUGGCUGGUUCUCAG. The protein sequence of the target gene is MAVWLAQWLGPLLLVSLWGLLAPASLLRRLGEHIQQFQESSAQGLGLSLGPGAAALPKVGWLEQLLDPFNVSDRRSFLQRYWVNDQHWVGQDGPIFLHLGGEGSLGPGSVMRGHPAALAPAWGALVISLEHRFYGLSIPAGGLEMAQLRFLSSRLALADVVSARLALSRLFNISSSSPWICFGGSYAGSLAAWARLKFPHLIFASVASSAPVRAVLDFSEYNDVVSRSLMSTAIGGSLECRAAVSVAFAEVERRLRSGGAAQAALRTELSACGPLGRAENQAELLGALQALVGGVVQYDG.... Result: 1 (interaction).